From a dataset of Full USPTO retrosynthesis dataset with 1.9M reactions from patents (1976-2016). Predict the reactants needed to synthesize the given product. (1) Given the product [CH2:1]([C:5]12[CH2:17][CH2:16][C:15](=[O:18])[C:14]([C:19]#[N:20])=[C:13]1[C:12]1[C:7](=[CH:8][C:9]([OH:21])=[CH:10][CH:11]=1)[CH2:6]2)[CH2:2][CH2:3][CH3:4], predict the reactants needed to synthesize it. The reactants are: [CH2:1]([C:5]12[CH2:17][CH2:16][C:15](=[O:18])[C:14]([C:19]#[N:20])=[C:13]1[C:12]1[C:7](=[CH:8][C:9]([O:21]C)=[CH:10][CH:11]=1)[CH2:6]2)[CH2:2][CH2:3][CH3:4].Cl.N1C=CC=CC=1. (2) Given the product [C:13]([S:16][CH2:2][CH2:3][NH:4][C:5](=[O:11])[O:6][C:7]([CH3:10])([CH3:9])[CH3:8])([CH3:15])([CH3:14])[CH3:12], predict the reactants needed to synthesize it. The reactants are: Br[CH2:2][CH2:3][NH:4][C:5](=[O:11])[O:6][C:7]([CH3:10])([CH3:9])[CH3:8].[CH3:12][C:13]([S-:16])([CH3:15])[CH3:14].[Na+].O.